Dataset: Catalyst prediction with 721,799 reactions and 888 catalyst types from USPTO. Task: Predict which catalyst facilitates the given reaction. (1) Reactant: [I-].ClC1C=CC=C[N+]=1C.[C:10]([O:14][C:15]([N:17]([C:33]([O:35][C:36]([CH3:39])([CH3:38])[CH3:37])=[O:34])[NH:18][C:19]1[S:20][C:21]([C:30](O)=[O:31])=[C:22]([C:24]2[CH:29]=[CH:28][CH:27]=[CH:26][CH:25]=2)[N:23]=1)=[O:16])([CH3:13])([CH3:12])[CH3:11].[Cl:40][C:41]1[CH:42]=[C:43]([CH:46]=[CH:47][C:48]=1[CH3:49])[NH:44][CH3:45].CCN(CC)CC. Product: [Cl:40][C:41]1[CH:42]=[C:43]([N:44]([CH3:45])[C:30]([C:21]2[S:20][C:19]([NH:18][N:17]([C:15]([O:14][C:10]([CH3:12])([CH3:13])[CH3:11])=[O:16])[C:33]([O:35][C:36]([CH3:37])([CH3:38])[CH3:39])=[O:34])=[N:23][C:22]=2[C:24]2[CH:29]=[CH:28][CH:27]=[CH:26][CH:25]=2)=[O:31])[CH:46]=[CH:47][C:48]=1[CH3:49]. The catalyst class is: 4. (2) Reactant: [Cl:1][C:2]1[CH:7]=[C:6]([NH:8][C:9]2[N:14]=[CH:13][N:12]=[C:11](NC(C3CC3)=O)[CH:10]=2)[C:5](=[O:21])[N:4]2[C:22]([C:27]3[CH:32]=[CH:31][CH:30]=[C:29](F)C=3)(C)[NH:23][C:24](=[O:25])[C:3]=12.I[C:35]1[CH:36]=[N:37][CH:38]=[CH:39][CH:40]=1.C(=O)([O-])[O-].[Cs+].[Cs+].N1C2C(=CC=C3C=2N=CC=C3)C=CC=1.CC1(C)C2C(=C(P(C3C=CC=CC=3)C3C=CC=CC=3)C=CC=2)OC2C(P(C3C=CC=CC=3)C3C=CC=CC=3)=CC=CC1=2. Product: [Cl:1][C:2]1[CH:7]=[C:6]([NH:8][C:9]2[CH:10]=[CH:11][N:12]=[CH:13][N:14]=2)[C:5](=[O:21])[N:4]2[C:22]3([CH2:29][CH2:30][CH2:31][CH2:32][CH2:27]3)[N:23]([C:35]3[CH:36]=[N:37][CH:38]=[CH:39][CH:40]=3)[C:24](=[O:25])[C:3]=12. The catalyst class is: 590. (3) The catalyst class is: 8. Product: [Si:1]([O:8][CH2:9][C@@H:10]([N:12]1[C:18]2[N:17]=[CH:16][N:15]=[C:14]([Cl:13])[C:19]=2[CH:20]=[CH:21]1)[CH3:11])([C:4]([CH3:7])([CH3:6])[CH3:5])([CH3:3])[CH3:2]. Reactant: [Si:1]([O:8][CH2:9][C@@H:10]([NH2:12])[CH3:11])([C:4]([CH3:7])([CH3:6])[CH3:5])([CH3:3])[CH3:2].[Cl:13][C:14]1[C:19]([CH2:20][CH:21]=O)=[C:18](Cl)[N:17]=[CH:16][N:15]=1. (4) Reactant: [CH3:13][C:12]([O:11][C:9](O[C:9]([O:11][C:12]([CH3:15])([CH3:14])[CH3:13])=[O:10])=[O:10])([CH3:15])[CH3:14].[Si]([O:23][C@@H:24]([CH2:29][C:30]1[C:38]2[C:33](=[CH:34][CH:35]=[CH:36][CH:37]=2)[NH:32][CH:31]=1)[C:25]([O:27][CH3:28])=[O:26])(C(C)(C)C)(C)C. Product: [OH:23][C@H:24]([C:25]([O:27][CH3:28])=[O:26])[CH2:29][C:30]1[C:38]2[C:33](=[CH:34][CH:35]=[CH:36][CH:37]=2)[N:32]([C:9]([O:11][C:12]([CH3:13])([CH3:14])[CH3:15])=[O:10])[CH:31]=1. The catalyst class is: 840. (5) Reactant: C(OC(=O)[NH:7][CH:8]1[CH2:13][CH2:12][N:11]([C:14]2[C:19]([C:20]#[C:21][C:22]3[CH:23]=[N:24][C:25]([NH2:28])=[CH:26][CH:27]=3)=[C:18]([CH3:29])[N:17]=[C:16]([NH2:30])[N:15]=2)[CH2:10][CH2:9]1)(C)(C)C.C(O)(C(F)(F)F)=O.C([O-])([O-])=O.[Na+].[Na+]. Product: [NH2:7][CH:8]1[CH2:9][CH2:10][N:11]([C:14]2[C:19]([C:20]#[C:21][C:22]3[CH:23]=[N:24][C:25]([NH2:28])=[CH:26][CH:27]=3)=[C:18]([CH3:29])[N:17]=[C:16]([NH2:30])[N:15]=2)[CH2:12][CH2:13]1. The catalyst class is: 2. (6) Reactant: [CH:1]1([N:7]2[C:11](=[O:12])[CH2:10][CH:9]([C:13](OC)=[O:14])[CH2:8]2)[CH2:6][CH2:5][CH2:4][CH2:3][CH2:2]1.C(O)C.[BH4-].[Na+]. Product: [CH:1]1([N:7]2[CH2:8][CH:9]([CH2:13][OH:14])[CH2:10][C:11]2=[O:12])[CH2:6][CH2:5][CH2:4][CH2:3][CH2:2]1. The catalyst class is: 6. (7) Reactant: [C:1]([O:5][C:6](=[O:19])[NH:7][CH2:8][C:9]1[CH:14]=[C:13]([CH:15]=O)[CH:12]=[C:11]([Cl:17])[C:10]=1[F:18])([CH3:4])([CH3:3])[CH3:2].[NH:20]1[CH2:25][CH2:24][O:23][CH2:22][CH2:21]1.C(O)(=O)C.C(O[BH-](OC(=O)C)OC(=O)C)(=O)C.[Na+]. Product: [C:1]([O:5][C:6](=[O:19])[NH:7][CH2:8][C:9]1[CH:14]=[C:13]([CH2:15][N:20]2[CH2:25][CH2:24][O:23][CH2:22][CH2:21]2)[CH:12]=[C:11]([Cl:17])[C:10]=1[F:18])([CH3:4])([CH3:3])[CH3:2]. The catalyst class is: 49.